Dataset: Catalyst prediction with 721,799 reactions and 888 catalyst types from USPTO. Task: Predict which catalyst facilitates the given reaction. Reactant: [Br:1][C:2]1[CH:3]=[CH:4][C:5]([F:22])=[C:6]([C:8]([NH:14][C:15](=[O:21])[O:16][C:17]([CH3:20])([CH3:19])[CH3:18])([CH:11]([F:13])[F:12])[CH:9]=C)[CH:7]=1.[O:23]=[O+][O-].[BH4-].[Na+]. The catalyst class is: 61. Product: [Br:1][C:2]1[CH:3]=[CH:4][C:5]([F:22])=[C:6]([C:8]([NH:14][C:15](=[O:21])[O:16][C:17]([CH3:20])([CH3:19])[CH3:18])([CH2:9][OH:23])[CH:11]([F:13])[F:12])[CH:7]=1.